Dataset: Full USPTO retrosynthesis dataset with 1.9M reactions from patents (1976-2016). Task: Predict the reactants needed to synthesize the given product. (1) Given the product [C:1]([O:5][C:6](=[O:12])[NH:7][CH2:8][CH2:9][CH2:10][N:22]([CH:20]([C:17]1[CH:18]=[CH:19][C:14]([Br:13])=[CH:15][CH:16]=1)[CH3:21])[C:37]([O:36][C:33]([CH3:35])([CH3:34])[CH3:32])=[O:38])([CH3:4])([CH3:3])[CH3:2], predict the reactants needed to synthesize it. The reactants are: [C:1]([O:5][C:6](=[O:12])[NH:7][CH2:8][CH2:9][CH:10]=O)([CH3:4])([CH3:3])[CH3:2].[Br:13][C:14]1[CH:19]=[CH:18][C:17]([C@@H:20]([NH2:22])[CH3:21])=[CH:16][CH:15]=1.[BH4-].[Na+].CCN(CC)CC.[CH3:32][C:33]([O:36][C:37](O[C:37]([O:36][C:33]([CH3:35])([CH3:34])[CH3:32])=[O:38])=[O:38])([CH3:35])[CH3:34]. (2) Given the product [CH2:12]([N:19]1[CH2:20][CH2:21][N:22]([C:25]2[CH:26]=[CH:27][C:28]([NH:31][C:9]([C:7]3[O:8][C:4]([N+:1]([O-:3])=[O:2])=[CH:5][CH:6]=3)=[O:10])=[CH:29][CH:30]=2)[CH2:23][CH2:24]1)[C:13]1[CH:14]=[CH:15][CH:16]=[CH:17][CH:18]=1, predict the reactants needed to synthesize it. The reactants are: [N+:1]([C:4]1[O:8][C:7]([C:9](Cl)=[O:10])=[CH:6][CH:5]=1)([O-:3])=[O:2].[CH2:12]([N:19]1[CH2:24][CH2:23][N:22]([C:25]2[CH:30]=[CH:29][C:28]([NH2:31])=[CH:27][CH:26]=2)[CH2:21][CH2:20]1)[C:13]1[CH:18]=[CH:17][CH:16]=[CH:15][CH:14]=1.CCN(CC)CC. (3) The reactants are: [Br:1][C:2]1[CH:3]=[C:4]([NH2:16])[C:5]([N:8]2[CH2:13][CH2:12][O:11][C:10]([CH3:15])([CH3:14])[CH2:9]2)=[N:6][CH:7]=1.Cl[C:18]1[C:27]2[C:22](=[CH:23][C:24]([F:29])=[CH:25][C:26]=2[F:28])[N:21]=[C:20]([C:30]2[CH:35]=[CH:34][CH:33]=[CH:32][N:31]=2)[C:19]=1[CH3:36].Cl.O1CCOCC1. Given the product [Br:1][C:2]1[CH:3]=[C:4]([NH:16][C:18]2[C:27]3[C:22](=[CH:23][C:24]([F:29])=[CH:25][C:26]=3[F:28])[N:21]=[C:20]([C:30]3[CH:35]=[CH:34][CH:33]=[CH:32][N:31]=3)[C:19]=2[CH3:36])[C:5]([N:8]2[CH2:13][CH2:12][O:11][C:10]([CH3:14])([CH3:15])[CH2:9]2)=[N:6][CH:7]=1, predict the reactants needed to synthesize it.